Dataset: Peptide-MHC class II binding affinity with 134,281 pairs from IEDB. Task: Regression. Given a peptide amino acid sequence and an MHC pseudo amino acid sequence, predict their binding affinity value. This is MHC class II binding data. The peptide sequence is AAIHEMFVNTLVASS. The MHC is DRB1_0401 with pseudo-sequence DRB1_0401. The binding affinity (normalized) is 0.820.